This data is from Retrosynthesis with 50K atom-mapped reactions and 10 reaction types from USPTO. The task is: Predict the reactants needed to synthesize the given product. Given the product O=C(NCCC1CC1)c1ccc(N2CCN(C(=O)c3cc(F)ccc3Cl)CC2)nn1, predict the reactants needed to synthesize it. The reactants are: O=C(Cl)c1cc(F)ccc1Cl.O=C(NCCC1CC1)c1ccc(N2CCNCC2)nn1.